From a dataset of Cav3 T-type calcium channel HTS with 100,875 compounds. Binary Classification. Given a drug SMILES string, predict its activity (active/inactive) in a high-throughput screening assay against a specified biological target. (1) The compound is O1CCN(CCN2C(\C(C(=O)C2=O)=C(\O)c2c(n(nc2)c2ccccc2)C)c2oc(cc2)C)CC1. The result is 0 (inactive). (2) The compound is o1nc(c(C(=O)NCCc2ccc(OC)cc2)c1C)C. The result is 0 (inactive). (3) The drug is Clc1ccc(c2oc(Cc3n[nH]c(=O)c4c3cccc4)cc2)cc1. The result is 0 (inactive). (4) The drug is O1CCN(CC(O)COc2cc3c(n(c(c3C(=O)C)C)c3ccccc3)cc2)CC1. The result is 0 (inactive). (5) The molecule is s1c(N(C(=O)c2cccnc2)C)nnc1c1cccnc1. The result is 0 (inactive). (6) The compound is s1c(nnc1NC)c1cc(N(C)C)ccc1. The result is 0 (inactive). (7) The drug is O(c1c(C(C)C)ccc(c1)C)CC(=O)Nc1nn(nn1)CCCC. The result is 0 (inactive). (8) The drug is Brc1ccc(Cn2c(=O)c3n(c(nc3n(c2=O)C)NCc2occc2)C)cc1. The result is 0 (inactive). (9) The molecule is S(=O)(=O)(CC1n2c(SC1)nnc(c2=O)C)c1ccc(cc1)C. The result is 0 (inactive). (10) The compound is O=C1NCCNC1CC(=O)Nc1c(OCC)cccc1. The result is 0 (inactive).